Dataset: Retrosynthesis with 50K atom-mapped reactions and 10 reaction types from USPTO. Task: Predict the reactants needed to synthesize the given product. (1) Given the product CC(O)c1nc(-c2ccc3c(c2)c2cc(-c4ccc(Cl)cc4Cl)c(=O)n(C)c2n3C)cs1, predict the reactants needed to synthesize it. The reactants are: C[Mg+].Cn1c(=O)c(-c2ccc(Cl)cc2Cl)cc2c3cc(-c4csc(C=O)n4)ccc3n(C)c21. (2) Given the product O=C(O)C(=O)O, predict the reactants needed to synthesize it. The reactants are: Cc1ccc(Br)c2c1C(C(C)C)N(C(=O)CNCC1(O)CCCCC1)CC2. (3) Given the product CNC(Cn1c2c(c3cc(C)ccc31)CN(C)CC2)c1ccncc1, predict the reactants needed to synthesize it. The reactants are: CN.Cc1ccc2c(c1)c1c(n2CC(OS(C)(=O)=O)c2ccncc2)CCN(C)C1. (4) Given the product CCC(C)Sc1ccc(SCCN2C(=O)c3ccccc3C2=O)cc1, predict the reactants needed to synthesize it. The reactants are: CCC(C)Sc1ccc(S)cc1.O=C1c2ccccc2C(=O)N1CCBr. (5) Given the product Cc1c(-c2ccccc2C(F)(F)F)nn2c(NC(=O)c3cccc(OCC4COC(C)(C)O4)n3)cnc2c1C, predict the reactants needed to synthesize it. The reactants are: CC1(C)OCC(COc2cccc(C(=O)O)n2)O1.Cc1c(-c2ccccc2C(F)(F)F)nn2c(N)cnc2c1C. (6) Given the product C=C(OCC)c1sc(Nc2cccnc2Oc2ccccc2C(C)(C)C)nc1C(F)(F)F, predict the reactants needed to synthesize it. The reactants are: C=C(OCC)[Sn](CCCC)(CCCC)CCCC.CC(C)(C)c1ccccc1Oc1ncccc1Nc1nc(C(F)(F)F)c(Br)s1. (7) Given the product CCOC(=O)c1cc(-c2cc(F)cc(F)c2)nc(-c2cccc(C#C[C@]3(O)CCN(C)C3=O)c2)n1, predict the reactants needed to synthesize it. The reactants are: CCOC(=O)c1cc(Cl)nc(-c2cccc(C#C[C@]3(O)CCN(C)C3=O)c2)n1.OB(O)c1cc(F)cc(F)c1. (8) The reactants are: COc1nc2cc(F)cc(CBr)c2nc1OC.[N-]=[N+]=[N-]. Given the product COc1nc2cc(F)cc(CN=[N+]=[N-])c2nc1OC, predict the reactants needed to synthesize it. (9) Given the product COc1cc(C#Cc2nn(C3CCNC3)c3ncnc(N)c23)cc(OC)c1, predict the reactants needed to synthesize it. The reactants are: COc1cc(C#Cc2nn(C3CCN(C(=O)OC(C)(C)C)C3)c3ncnc(N)c23)cc(OC)c1.